From a dataset of Full USPTO retrosynthesis dataset with 1.9M reactions from patents (1976-2016). Predict the reactants needed to synthesize the given product. (1) The reactants are: [F:1][C:2]1[CH:7]=[CH:6][CH:5]=[CH:4][C:3]=1[C:8](=[O:15])[CH2:9][C:10]([O:12][CH2:13][CH3:14])=[O:11].[C:16]([O-])([O-])=O.[K+].[K+].IC.CC(O)=O.O. Given the product [F:1][C:2]1[CH:7]=[CH:6][CH:5]=[CH:4][C:3]=1[C:8](=[O:15])[CH:9]([CH3:16])[C:10]([O:12][CH2:13][CH3:14])=[O:11], predict the reactants needed to synthesize it. (2) Given the product [Cl:28][CH2:2][C@@H:3]1[CH2:7][CH2:6][CH2:5][N:4]1[C:8]1[CH:9]=[C:10]([C:14]2[CH:15]=[C:16]3[C:21](=[CH:22][CH:23]=2)[N:20]([CH3:24])[C:19](=[O:25])[CH2:18][CH2:17]3)[CH:11]=[N:12][CH:13]=1, predict the reactants needed to synthesize it. The reactants are: O[CH2:2][C@@H:3]1[CH2:7][CH2:6][CH2:5][N:4]1[C:8]1[CH:9]=[C:10]([C:14]2[CH:15]=[C:16]3[C:21](=[CH:22][CH:23]=2)[N:20]([CH3:24])[C:19](=[O:25])[CH2:18][CH2:17]3)[CH:11]=[N:12][CH:13]=1.S(Cl)([Cl:28])=O. (3) The reactants are: [Cl:1][C:2]1[CH:7]=[C:6]([N:8]2[C:12]3=[N:13][CH:14]=[CH:15][CH:16]=[C:11]3[N:10]=[CH:9]2)[CH:5]=[C:4]([Cl:17])[C:3]=1[CH2:18][C:19](O)=[O:20].[F:22][C:23]([F:32])([F:31])[C:24]1[CH:25]=[C:26]([CH:28]=[CH:29][CH:30]=1)[NH2:27]. Given the product [Cl:1][C:2]1[CH:7]=[C:6]([N:8]2[C:12]3=[N:13][CH:14]=[CH:15][CH:16]=[C:11]3[N:10]=[CH:9]2)[CH:5]=[C:4]([Cl:17])[C:3]=1[CH2:18][C:19]([NH:27][C:26]1[CH:28]=[CH:29][CH:30]=[C:24]([C:23]([F:22])([F:31])[F:32])[CH:25]=1)=[O:20], predict the reactants needed to synthesize it.